The task is: Predict hERG channel inhibition at various concentrations.. This data is from hERG Central: cardiac toxicity at 1µM, 10µM, and general inhibition. (1) The compound is Cc1ccc(Cn2c(SCCN3CCCCC3)nc3c2c(=O)n(C)c(=O)n3C)cc1. Results: hERG_inhib (hERG inhibition (general)): blocker. (2) The drug is CC1CCCCN1CC(=O)Nc1ccc(Oc2ccccc2)cc1.Cl. Results: hERG_inhib (hERG inhibition (general)): blocker. (3) The molecule is N=c1c2c(ncn1CCCO)Oc1ccc3ccccc3c1C2c1ccccc1. Results: hERG_inhib (hERG inhibition (general)): blocker. (4) The compound is CCN(CC)CCNC(C(=O)Nc1cc(C(F)(F)F)ccc1Cl)c1ccccc1. Results: hERG_inhib (hERG inhibition (general)): blocker.